Predict which catalyst facilitates the given reaction. From a dataset of Catalyst prediction with 721,799 reactions and 888 catalyst types from USPTO. (1) Reactant: [C:1]([O:5][C:6](=[O:44])[NH:7][CH:8]1[CH2:13][CH2:12][N:11]([CH2:14][C:15]2[S:23][C:22]3[C:21]([N:24]4[CH2:29][CH2:28][O:27][CH2:26][CH2:25]4)=[N:20][C:19]([C:30]4[CH:35]=[CH:34][CH:33]=[C:32]([O:36][Si](C(C)(C)C)(C)C)[CH:31]=4)=[N:18][C:17]=3[CH:16]=2)[CH2:10][CH2:9]1)([CH3:4])([CH3:3])[CH3:2].CCCC[N+](CCCC)(CCCC)CCCC.[F-]. Product: [C:1]([O:5][C:6](=[O:44])[NH:7][CH:8]1[CH2:13][CH2:12][N:11]([CH2:14][C:15]2[S:23][C:22]3[C:21]([N:24]4[CH2:29][CH2:28][O:27][CH2:26][CH2:25]4)=[N:20][C:19]([C:30]4[CH:35]=[CH:34][CH:33]=[C:32]([OH:36])[CH:31]=4)=[N:18][C:17]=3[CH:16]=2)[CH2:10][CH2:9]1)([CH3:4])([CH3:2])[CH3:3]. The catalyst class is: 1. (2) Reactant: [NH2:1][CH:2]([CH2:12][NH:13][C:14](=[O:20])[O:15][C:16]([CH3:19])([CH3:18])[CH3:17])[CH2:3][NH:4][C:5](=[O:11])[O:6][C:7]([CH3:10])([CH3:9])[CH3:8].C(N(CC)CC)C.[CH3:28][S:29](Cl)(=[O:31])=[O:30].O. Product: [CH3:28][S:29]([NH:1][CH:2]([CH2:12][NH:13][C:14](=[O:20])[O:15][C:16]([CH3:19])([CH3:18])[CH3:17])[CH2:3][NH:4][C:5](=[O:11])[O:6][C:7]([CH3:10])([CH3:9])[CH3:8])(=[O:31])=[O:30]. The catalyst class is: 54.